This data is from Peptide-MHC class I binding affinity with 185,985 pairs from IEDB/IMGT. The task is: Regression. Given a peptide amino acid sequence and an MHC pseudo amino acid sequence, predict their binding affinity value. This is MHC class I binding data. (1) The peptide sequence is ATIGTAMYK. The MHC is HLA-B08:01 with pseudo-sequence HLA-B08:01. The binding affinity (normalized) is 0. (2) The peptide sequence is SILLRDAGLV. The MHC is HLA-A02:01 with pseudo-sequence HLA-A02:01. The binding affinity (normalized) is 0.0330. (3) The peptide sequence is ATFEAVLAK. The MHC is HLA-A31:01 with pseudo-sequence HLA-A31:01. The binding affinity (normalized) is 0.253. (4) The peptide sequence is FASLFLPKL. The MHC is HLA-A24:02 with pseudo-sequence HLA-A24:02. The binding affinity (normalized) is 0.132.